From a dataset of Reaction yield outcomes from USPTO patents with 853,638 reactions. Predict the reaction yield, written as a fraction of the theoretical maximum amount of product (1.0 means a 100% yield; for example, 0.34 means a 34% yield). (1) The reactants are Cl[C:2]1[CH:7]=[CH:6][N:5]2[N:8]=[CH:9][C:10]([CH2:11][N:12]3[CH2:16][CH:15]([CH2:17][CH2:18][CH3:19])[CH2:14][C:13]3=[O:20])=[C:4]2[N:3]=1.[CH3:21][O-:22].[Na+]. The catalyst is CO. The product is [CH3:21][O:22][C:2]1[CH:7]=[CH:6][N:5]2[N:8]=[CH:9][C:10]([CH2:11][N:12]3[CH2:16][CH:15]([CH2:17][CH2:18][CH3:19])[CH2:14][C:13]3=[O:20])=[C:4]2[N:3]=1. The yield is 0.330. (2) The reactants are [NH2:1][C:2]1[N:7]=[CH:6][N:5]=[C:4]2[N:8]([CH2:25][C@@H:26]3[CH2:30][CH2:29][CH2:28][N:27]3[C:31](=[O:35])[CH2:32][C:33]#[N:34])[N:9]=[C:10]([C:11]3[CH:16]=[CH:15][C:14]([O:17][C:18]4[CH:23]=[CH:22][CH:21]=[CH:20][CH:19]=4)=[CH:13][C:12]=3[F:24])[C:3]=12.[CH:36]1([CH:39]=O)[CH2:38][CH2:37]1.N1CCCCC1. The catalyst is C(O)C. The product is [NH2:1][C:2]1[N:7]=[CH:6][N:5]=[C:4]2[N:8]([CH2:25][C@@H:26]3[CH2:30][CH2:29][CH2:28][N:27]3[C:31]([C:32](=[CH:39][CH:36]3[CH2:38][CH2:37]3)[C:33]#[N:34])=[O:35])[N:9]=[C:10]([C:11]3[CH:16]=[CH:15][C:14]([O:17][C:18]4[CH:19]=[CH:20][CH:21]=[CH:22][CH:23]=4)=[CH:13][C:12]=3[F:24])[C:3]=12. The yield is 0.550. (3) The reactants are [Br:1][C:2]1[CH:7]=[CH:6][C:5]([CH:8]([OH:12])[C:9]([OH:11])=[O:10])=[CH:4][CH:3]=1.[CH3:13]OC(OC)(C)C. The catalyst is CO.CC1C=CC(S(O)(=O)=O)=CC=1. The product is [Br:1][C:2]1[CH:3]=[CH:4][C:5]([CH:8]([OH:12])[C:9]([O:11][CH3:13])=[O:10])=[CH:6][CH:7]=1. The yield is 0.720. (4) The product is [F:15][C:16]([F:21])([F:20])[CH2:17][N:5]([CH2:17][C:16]([F:21])([F:20])[F:15])[C:4]1[CH:6]=[CH:7][C:8]([N+:9]([O-:11])=[O:10])=[C:2]([CH3:1])[CH:3]=1. The reactants are [CH3:1][C:2]1[CH:3]=[C:4]([CH:6]=[CH:7][C:8]=1[N+:9]([O-:11])=[O:10])[NH2:5].[BH4-].[Na+].O.[F:15][C:16]([F:21])([F:20])[C:17](O)=O. The yield is 0.820. No catalyst specified. (5) The reactants are [CH2:1]([N:8]1[CH2:12][CH2:11][C@@H:10]([NH:13][C:14]2[C:24]([F:25])=[CH:23][C:17]([C:18]([O:20][CH2:21][CH3:22])=[O:19])=[C:16](Cl)[N:15]=2)[CH2:9]1)[C:2]1[CH:7]=[CH:6][CH:5]=[CH:4][CH:3]=1.C([O-])=O.[NH4+]. The catalyst is C(O)C.[Pd]. The product is [CH2:1]([N:8]1[CH2:12][CH2:11][C@@H:10]([NH:13][C:14]2[C:24]([F:25])=[CH:23][C:17]([C:18]([O:20][CH2:21][CH3:22])=[O:19])=[CH:16][N:15]=2)[CH2:9]1)[C:2]1[CH:7]=[CH:6][CH:5]=[CH:4][CH:3]=1. The yield is 0.660. (6) The reactants are [Cl:1][C:2]1[CH:7]=[C:6]([NH2:8])[CH:5]=[C:4]([C:9]([F:12])([F:11])[F:10])[C:3]=1[NH2:13].Cl[CH2:15][CH2:16][O:17][CH2:18][CH2:19]Cl.[I-].[Na+]. The catalyst is C(#N)C. The product is [Cl:1][C:2]1[CH:7]=[C:6]([N:8]2[CH2:19][CH2:18][O:17][CH2:16][CH2:15]2)[CH:5]=[C:4]([C:9]([F:12])([F:11])[F:10])[C:3]=1[NH2:13]. The yield is 0.240. (7) The reactants are [CH3:1][C:2]1[CH:11]=[C:10]([SH:12])[C:9]2[C:4](=[CH:5][CH:6]=[CH:7][CH:8]=2)[N:3]=1.C(=O)([O-])[O-].[K+].[K+].Br[CH2:20][C:21]([O:23][CH3:24])=[O:22].O. The catalyst is CN(C)C=O. The product is [CH3:1][C:2]1[CH:11]=[C:10]([S:12][CH2:20][C:21]([O:23][CH3:24])=[O:22])[C:9]2[C:4](=[CH:5][CH:6]=[CH:7][CH:8]=2)[N:3]=1. The yield is 0.880. (8) The reactants are [C:1](Cl)(Cl)=[S:2].[NH2:5][C:6]1[C:15]2[C:10](=[CH:11][CH:12]=[CH:13][CH:14]=2)[C:9]([CH:16]2[CH2:18][CH2:17]2)=[CH:8][CH:7]=1.C(N(C(C)C)CC)(C)C.Cl. The catalyst is ClCCl.O. The product is [CH:16]1([C:9]2[C:10]3[C:15](=[CH:14][CH:13]=[CH:12][CH:11]=3)[C:6]([N:5]=[C:1]=[S:2])=[CH:7][CH:8]=2)[CH2:18][CH2:17]1. The yield is 0.860. (9) The reactants are I[CH2:2][CH2:3][CH3:4].[OH:5][C:6]1[C:7]([O:14][CH2:15][CH2:16][O:17][CH3:18])=[C:8]([CH:11]=[CH:12][CH:13]=1)[CH:9]=[O:10].C(=O)([O-])[O-].[K+].[K+]. The catalyst is CN(C=O)C. The product is [CH3:18][O:17][CH2:16][CH2:15][O:14][C:7]1[C:6]([O:5][CH2:2][CH2:3][CH3:4])=[CH:13][CH:12]=[CH:11][C:8]=1[CH:9]=[O:10]. The yield is 1.00.